This data is from Full USPTO retrosynthesis dataset with 1.9M reactions from patents (1976-2016). The task is: Predict the reactants needed to synthesize the given product. (1) Given the product [C:1]([O:5][C@@H:6]([C:12]1[C:21]([CH3:22])=[CH:20][C:19]2[C:14](=[CH:15][CH:16]=[C:17]([C:41]3[CH:42]=[CH:43][N:38]=[CH:39][CH:40]=3)[CH:18]=2)[C:13]=1[C:31]1[CH:36]=[CH:35][C:34]([Cl:37])=[CH:33][CH:32]=1)[C:7]([O:9][CH2:10][CH3:11])=[O:8])([CH3:2])([CH3:3])[CH3:4], predict the reactants needed to synthesize it. The reactants are: [C:1]([O:5][C@@H:6]([C:12]1[C:21]([CH3:22])=[CH:20][C:19]2[C:14](=[CH:15][CH:16]=[C:17](OS(C(F)(F)F)(=O)=O)[CH:18]=2)[C:13]=1[C:31]1[CH:36]=[CH:35][C:34]([Cl:37])=[CH:33][CH:32]=1)[C:7]([O:9][CH2:10][CH3:11])=[O:8])([CH3:4])([CH3:3])[CH3:2].[N:38]1[CH:43]=[CH:42][C:41](B(O)O)=[CH:40][CH:39]=1.C([O-])([O-])=O.[K+].[K+]. (2) Given the product [CH2:1]([O:3][C:4]([C:6]1[CH:10]=[C:9]([C:11]2[CH:16]=[CH:15][N:14]=[C:13]([NH2:17])[N:12]=2)[N:8]([CH3:20])[CH:7]=1)=[O:5])[CH3:2], predict the reactants needed to synthesize it. The reactants are: [CH2:1]([O:3][C:4]([C:6]1[CH:10]=[C:9]([C:11]2[CH:16]=[CH:15][N:14]=[C:13]([NH2:17])[N:12]=2)[NH:8][CH:7]=1)=[O:5])[CH3:2].[H-].[Na+].[CH3:20]I. (3) Given the product [S:1]1[C:5]2[CH:6]=[CH:7][CH:8]=[CH:9][C:4]=2[N:3]=[C:2]1[NH:10][C:11]1[CH:26]=[CH:25][C:14]([O:15][C:16]2[N:24]=[CH:23][CH:22]=[CH:21][C:17]=2[C:18]([NH:32][CH2:30][CH:27]2[CH2:29][CH2:28]2)=[O:19])=[CH:13][CH:12]=1, predict the reactants needed to synthesize it. The reactants are: [S:1]1[C:5]2[CH:6]=[CH:7][CH:8]=[CH:9][C:4]=2[N:3]=[C:2]1[NH:10][C:11]1[CH:26]=[CH:25][C:14]([O:15][C:16]2[N:24]=[CH:23][CH:22]=[CH:21][C:17]=2[C:18](O)=[O:19])=[CH:13][CH:12]=1.[CH:27]1([CH:30]([NH2:32])C)[CH2:29][CH2:28]1.C(N(CC)CC)C.CN(C(ON1N=NC2C=CC=NC1=2)=[N+](C)C)C.F[P-](F)(F)(F)(F)F.